From a dataset of Forward reaction prediction with 1.9M reactions from USPTO patents (1976-2016). Predict the product of the given reaction. Given the reactants [F:1][C:2]1[CH:21]=[CH:20][C:5]2[C:6]([C:9]3[CH:14]=[CH:13][CH:12]=[C:11]([O:15][CH2:16][C@H:17]4[CH2:19][O:18]4)[CH:10]=3)=[N:7][O:8][C:4]=2[CH:3]=1.[N:22]1([C:28]2[N:33]=[CH:32][CH:31]=[CH:30][N:29]=2)[CH2:27][CH2:26][NH:25][CH2:24][CH2:23]1, predict the reaction product. The product is: [F:1][C:2]1[CH:21]=[CH:20][C:5]2[C:6]([C:9]3[CH:10]=[C:11]([CH:12]=[CH:13][CH:14]=3)[O:15][CH2:16][C@H:17]([OH:18])[CH2:19][N:25]3[CH2:26][CH2:27][N:22]([C:28]4[N:29]=[CH:30][CH:31]=[CH:32][N:33]=4)[CH2:23][CH2:24]3)=[N:7][O:8][C:4]=2[CH:3]=1.